Predict the reactants needed to synthesize the given product. From a dataset of Full USPTO retrosynthesis dataset with 1.9M reactions from patents (1976-2016). (1) Given the product [Br:1][C:16]1[CH:15]=[C:14]([CH:17]2[CH2:22][CH2:21][O:20][CH2:19][CH2:18]2)[CH:13]=[CH:12][C:11]=1[O:10][CH3:9], predict the reactants needed to synthesize it. The reactants are: [Br:1]N1C(=O)CCC1=O.[CH3:9][O:10][C:11]1[CH:16]=[CH:15][C:14]([CH:17]2[CH2:22][CH2:21][O:20][CH2:19][CH2:18]2)=[CH:13][CH:12]=1.C(O)C. (2) Given the product [N:1]1[CH:6]=[CH:5][C:4]([C:7]2[N:16]=[C:15]([C:17]([N:26]3[CH2:25][CH2:24][C:23]4[C:28](=[CH:29][CH:30]=[C:31]([CH3:32])[C:22]=4[OH:21])[CH2:27]3)=[O:19])[C:14]3[C:9](=[CH:10][CH:11]=[CH:12][CH:13]=3)[N:8]=2)=[N:3][CH:2]=1, predict the reactants needed to synthesize it. The reactants are: [N:1]1[CH:6]=[CH:5][C:4]([C:7]2[N:16]=[C:15]([C:17]([OH:19])=O)[C:14]3[C:9](=[CH:10][CH:11]=[CH:12][CH:13]=3)[N:8]=2)=[N:3][CH:2]=1.Cl.[OH:21][C:22]1[C:31]([CH3:32])=[CH:30][CH:29]=[C:28]2[C:23]=1[CH2:24][CH2:25][NH:26][CH2:27]2. (3) Given the product [NH2:1][CH2:4][C@@H:5]([NH:12][C:13]([C:15]1[CH:16]=[C:17]2[C:22](=[CH:23][CH:24]=1)[N:21]=[C:20]([NH:25][C:26]([C:28]1[C:29]([C:34]3[CH:35]=[CH:36][C:37]([C:40]([F:43])([F:41])[F:42])=[CH:38][CH:39]=3)=[CH:30][CH:31]=[CH:32][CH:33]=1)=[O:27])[CH:19]=[CH:18]2)=[O:14])[C:6]1[CH:11]=[CH:10][CH:9]=[CH:8][CH:7]=1, predict the reactants needed to synthesize it. The reactants are: [N:1]([CH2:4][C@@H:5]([NH:12][C:13]([C:15]1[CH:16]=[C:17]2[C:22](=[CH:23][CH:24]=1)[N:21]=[C:20]([NH:25][C:26]([C:28]1[C:29]([C:34]3[CH:39]=[CH:38][C:37]([C:40]([F:43])([F:42])[F:41])=[CH:36][CH:35]=3)=[CH:30][CH:31]=[CH:32][CH:33]=1)=[O:27])[CH:19]=[CH:18]2)=[O:14])[C:6]1[CH:11]=[CH:10][CH:9]=[CH:8][CH:7]=1)=[N+]=[N-].C1(P(C2C=CC=CC=2)C2C=CC=CC=2)C=CC=CC=1. (4) Given the product [CH3:22][C:21]1[CH2:20][CH:19]=[C:18]([CH3:26])[C:17]=1[C:12]1[CH:13]=[CH:14][CH:15]=[CH:16][C:11]=1[NH:10][S:7]([C:4]1[CH:5]=[CH:6][C:1]([CH3:24])=[CH:2][CH:3]=1)(=[O:9])=[O:8], predict the reactants needed to synthesize it. The reactants are: [C:1]1([CH3:24])[CH:6]=[CH:5][C:4]([S:7]([NH:10][C:11]2[CH:16]=[CH:15][CH:14]=[CH:13][C:12]=2[C:17]2[C:18](=O)[CH2:19][CH2:20][C:21]=2[CH3:22])(=[O:9])=[O:8])=[CH:3][CH:2]=1.[Li][CH3:26]. (5) Given the product [N:13]1[C:14]2[CH:19]=[CH:18][CH:17]=[CH:16][C:15]=2[NH:11][C:12]=1[CH2:20][C:21]([NH:26][C:27]1[CH:28]=[N:29][CH:30]=[CH:31][C:32]=1[C:33]#[N:34])=[O:23], predict the reactants needed to synthesize it. The reactants are: [Li+].C[Si]([N-][Si](C)(C)C)(C)C.[N:11]1[C:15]2[CH:16]=[CH:17][CH:18]=[CH:19][C:14]=2[NH:13][C:12]=1[CH2:20][C:21]([O:23]CC)=O.[NH2:26][C:27]1[CH:28]=[N:29][CH:30]=[CH:31][C:32]=1[C:33]#[N:34].